This data is from Forward reaction prediction with 1.9M reactions from USPTO patents (1976-2016). The task is: Predict the product of the given reaction. (1) Given the reactants [O:1]1[C:5]2C=CC=C[C:4]=2[CH:3]=[C:2]1[C:10]([NH:12][C:13]1([C:19]([NH:21][CH:22]2[CH2:27][CH2:26][N:25]([C:28]3[CH:33]=[CH:32][C:31]([F:34])=[CH:30][C:29]=3[NH:35][C:36](=[O:40])[CH2:37][O:38][CH3:39])[CH2:24][CH:23]2[OH:41])=[O:20])[CH2:18][CH2:17][CH2:16][CH2:15][CH2:14]1)=[O:11].C(N(CC)CC)C, predict the reaction product. The product is: [O:1]1[CH:5]=[CH:4][CH:3]=[C:2]1[C:10]([NH:12][C:13]1([C:19]([NH:21][CH:22]2[CH2:27][CH2:26][N:25]([C:28]3[CH:33]=[CH:32][C:31]([F:34])=[CH:30][C:29]=3[NH:35][C:36](=[O:40])[CH2:37][O:38][CH3:39])[CH2:24][C:23]2=[O:41])=[O:20])[CH2:14][CH2:15][CH2:16][CH2:17][CH2:18]1)=[O:11]. (2) The product is: [OH:1][CH2:2][C@H:3]([NH:14][C:15]([C:17]1[C:26]2[O:25][CH2:24][CH2:23][O:22][C:21]=2[CH:20]=[C:19]([C:29]#[C:28][C:30]2[CH:35]=[CH:34][CH:33]=[CH:32][C:31]=2[O:36][CH3:37])[CH:18]=1)=[O:16])[CH2:4][C:5]1[C:13]2[C:8](=[CH:9][CH:10]=[CH:11][CH:12]=2)[NH:7][CH:6]=1. Given the reactants [OH:1][CH2:2][C@H:3]([NH:14][C:15]([C:17]1[C:26]2[O:25][CH2:24][CH2:23][O:22][C:21]=2[CH:20]=[C:19](Br)[CH:18]=1)=[O:16])[CH2:4][C:5]1[C:13]2[C:8](=[CH:9][CH:10]=[CH:11][CH:12]=2)[NH:7][CH:6]=1.[C:28]([C:30]1[CH:35]=[CH:34][CH:33]=[CH:32][C:31]=1[O:36][CH3:37])#[CH:29].CCCC[N+](CCCC)(CCCC)CCCC.[F-].O, predict the reaction product.